This data is from Full USPTO retrosynthesis dataset with 1.9M reactions from patents (1976-2016). The task is: Predict the reactants needed to synthesize the given product. (1) Given the product [Cl:5][C:6]1[N:14]=[C:13]([Cl:15])[CH:12]=[CH:11][C:7]=1[C:8]([Cl:3])=[O:9], predict the reactants needed to synthesize it. The reactants are: S(Cl)([Cl:3])=O.[Cl:5][C:6]1[N:14]=[C:13]([Cl:15])[CH:12]=[CH:11][C:7]=1[C:8](O)=[O:9]. (2) Given the product [Cl:24][C:18]1[C:17]2[CH:16]=[C:15]([N:10]3[CH2:11][CH2:12][N:8]([C:3]4[CH:4]=[N:5][CH:6]=[CH:7][C:2]=4[CH3:1])[C:9]3=[O:13])[S:23][C:22]=2[CH:21]=[CH:20][N:19]=1, predict the reactants needed to synthesize it. The reactants are: [CH3:1][C:2]1[CH:7]=[CH:6][N:5]=[CH:4][C:3]=1[N:8]1[CH2:12][CH2:11][NH:10][C:9]1=[O:13].Br[C:15]1[S:23][C:22]2[CH:21]=[CH:20][N:19]=[C:18]([Cl:24])[C:17]=2[CH:16]=1.N[C@@H]1CCCC[C@H]1N.P([O-])([O-])([O-])=O.[K+].[K+].[K+]. (3) Given the product [C:27]([N:23]1[CH2:24][CH2:25][CH2:26][C@@H:21]([NH:20][C:18]2[C:17]([F:31])=[CH:16][N:15]=[C:14]([NH:1][C:2]3[CH:10]=[C:9]4[C:5]([CH2:6][N:7]([CH3:12])[C:8]4=[O:11])=[CH:4][CH:3]=3)[N:19]=2)[CH2:22]1)(=[O:30])[CH:28]=[CH2:29], predict the reactants needed to synthesize it. The reactants are: [NH2:1][C:2]1[CH:10]=[C:9]2[C:5]([CH2:6][N:7]([CH3:12])[C:8]2=[O:11])=[CH:4][CH:3]=1.Cl[C:14]1[N:19]=[C:18]([NH:20][C@@H:21]2[CH2:26][CH2:25][CH2:24][N:23]([C:27](=[O:30])[CH:28]=[CH2:29])[CH2:22]2)[C:17]([F:31])=[CH:16][N:15]=1.CN(C1C(C2C(P(C3CCCCC3)C3CCCCC3)=CC=CC=2)=CC=CC=1)C.C([O-])([O-])=O.[Cs+].[Cs+].